Predict which catalyst facilitates the given reaction. From a dataset of Catalyst prediction with 721,799 reactions and 888 catalyst types from USPTO. (1) Reactant: Cl[C:2]1[CH:7]=[CH:6][C:5]([N+:8]([O-:10])=[O:9])=[CH:4][C:3]=1[Cl:11].[Cl:12][C:13]1[CH:20]=[CH:19][C:16]([CH2:17][OH:18])=[CH:15][CH:14]=1.C(=O)([O-])[O-].[K+].[K+]. Product: [Cl:11][C:3]1[CH:4]=[C:5]([N+:8]([O-:10])=[O:9])[CH:6]=[CH:7][C:2]=1[O:18][CH2:17][C:16]1[CH:19]=[CH:20][C:13]([Cl:12])=[CH:14][CH:15]=1. The catalyst class is: 80. (2) Reactant: [Cl:1][C:2]1[CH:7]=[CH:6][C:5]([N:8]([C@H:12]2[C:21]3[C:16](=[CH:17][CH:18]=[CH:19][CH:20]=3)[N:15]([C:22](=[O:30])[C:23]3[CH:28]=[CH:27][C:26]([OH:29])=[CH:25][CH:24]=3)[C@@H:14]([CH3:31])[CH2:13]2)[C:9](=[O:11])[CH3:10])=[CH:4][CH:3]=1.[H-].[Na+].Cl[CH2:35][CH2:36][CH2:37][S:38]([OH:41])(=[O:40])=[O:39]. Product: [C:9]([N:8]([C:5]1[CH:4]=[CH:3][C:2]([Cl:1])=[CH:7][CH:6]=1)[C@H:12]1[C:21]2[C:16](=[CH:17][CH:18]=[CH:19][CH:20]=2)[N:15]([C:22]([C:23]2[CH:24]=[CH:25][C:26]([O:29][CH2:35][CH2:36][CH2:37][S:38]([OH:41])(=[O:40])=[O:39])=[CH:27][CH:28]=2)=[O:30])[C@@H:14]([CH3:31])[CH2:13]1)(=[O:11])[CH3:10]. The catalyst class is: 3. (3) Reactant: C1COCC1.[Br:6][C:7]1[CH:8]=[C:9]([C:13]([C:15]2[CH:19]=[C:18]([CH:20]3[O:24][CH2:23][CH2:22][O:21]3)[S:17][CH:16]=2)=O)[CH:10]=[CH:11][CH:12]=1.[CH3:25][C:26]([S@:29]([NH2:31])=[O:30])([CH3:28])[CH3:27]. Product: [Br:6][C:7]1[CH:8]=[C:9](/[C:13](/[C:15]2[CH:19]=[C:18]([CH:20]3[O:24][CH2:23][CH2:22][O:21]3)[S:17][CH:16]=2)=[N:31]\[S:29]([C:26]([CH3:28])([CH3:27])[CH3:25])=[O:30])[CH:10]=[CH:11][CH:12]=1. The catalyst class is: 170. (4) Reactant: [NH2:1]C1C(F)=CC(OC2C=CN=C(NC(=O)C)N=2)=C(F)C=1.[F:21][C:22]1[CH:27]=[CH:26][C:25]([NH:28][C:29]([C:31]2([C:34]([OH:36])=O)[CH2:33][CH2:32]2)=[O:30])=[CH:24][CH:23]=1.CN(C(ON1N=NC2C=CC=NC1=2)=[N+](C)C)C.F[P-](F)(F)(F)(F)F.CCN(C(C)C)C(C)C. Product: [F:21][C:22]1[CH:27]=[CH:26][C:25]([NH:28][C:29]([C:31]2([C:34]([NH2:1])=[O:36])[CH2:33][CH2:32]2)=[O:30])=[CH:24][CH:23]=1. The catalyst class is: 18. (5) Product: [F:1][C:2]1[CH:10]=[C:9]2[C:5]([C:6]([C:26]3[N:27]=[C:28]4[C:34]([C:35]([O:37][CH3:38])=[O:36])=[CH:33][N:32]([CH2:39][O:40][C:41](=[O:46])[C:42]([CH3:44])([CH3:43])[CH3:45])[C:29]4=[N:30][CH:31]=3)=[N:7][N:8]2[CH3:11])=[CH:4][CH:3]=1. Reactant: [F:1][C:2]1[CH:10]=[C:9]2[C:5]([C:6]([Sn](CCCC)(CCCC)CCCC)=[N:7][N:8]2[CH3:11])=[CH:4][CH:3]=1.Br[C:26]1[N:27]=[C:28]2[C:34]([C:35]([O:37][CH3:38])=[O:36])=[CH:33][N:32]([CH2:39][O:40][C:41](=[O:46])[C:42]([CH3:45])([CH3:44])[CH3:43])[C:29]2=[N:30][CH:31]=1. The catalyst class is: 555. (6) Reactant: Cl[C:2]1[N:3]=[C:4]([NH:21][C:22]2[CH:23]=[C:24]3[C:28](=[CH:29][CH:30]=2)[N:27]([CH3:31])[N:26]=[CH:25]3)[C:5]2[CH:10]=[CH:9][N:8]([S:11]([C:14]3[CH:20]=[CH:19][C:17]([CH3:18])=[CH:16][CH:15]=3)(=[O:13])=[O:12])[C:6]=2[N:7]=1.[NH2:32][C:33]1[CH:34]=[C:35]2[C:40](=[CH:41][CH:42]=1)[NH:39][C:38](=[O:43])[CH2:37][CH2:36]2.C[Si](Cl)(C)C. Product: [CH3:31][N:27]1[C:28]2[C:24](=[CH:23][C:22]([NH:21][C:4]3[C:5]4[CH:10]=[CH:9][N:8]([S:11]([C:14]5[CH:20]=[CH:19][C:17]([CH3:18])=[CH:16][CH:15]=5)(=[O:13])=[O:12])[C:6]=4[N:7]=[C:2]([NH:32][C:33]4[CH:34]=[C:35]5[C:40](=[CH:41][CH:42]=4)[NH:39][C:38](=[O:43])[CH2:37][CH2:36]5)[N:3]=3)=[CH:30][CH:29]=2)[CH:25]=[N:26]1. The catalyst class is: 51. (7) Reactant: [CH2:1]([O:8][C:9]([N:11]1[CH2:15][C@H:14]([O:16][C:17]([CH3:20])([CH3:19])[CH3:18])[CH2:13][C@H:12]1[C:21](=[O:26])[NH:22][CH2:23][CH:24]=O)=[O:10])[C:2]1[CH:7]=[CH:6][CH:5]=[CH:4][CH:3]=1.ClC(Cl)(Cl)C(Cl)(Cl)Cl.C1(P(C2C=CC=CC=2)C2C=CC=CC=2)C=CC=CC=1.C(N(CC)CC)C. Product: [CH2:1]([O:8][C:9]([N:11]1[CH2:15][C@H:14]([O:16][C:17]([CH3:19])([CH3:18])[CH3:20])[CH2:13][C@H:12]1[C:21]1[O:26][CH:24]=[CH:23][N:22]=1)=[O:10])[C:2]1[CH:3]=[CH:4][CH:5]=[CH:6][CH:7]=1. The catalyst class is: 4. (8) Reactant: [CH2:1]([O:3][C:4]1[CH:13]=[C:12]2[C:7]([C:8](=[O:22])[CH:9]=[C:10]([C:14]3[CH:19]=[CH:18][CH:17]=[CH:16][C:15]=3[O:20]C)[O:11]2)=[CH:6][CH:5]=1)[CH3:2].B(Br)(Br)Br.Cl. Product: [CH2:1]([O:3][C:4]1[CH:13]=[C:12]2[C:7]([C:8](=[O:22])[CH:9]=[C:10]([C:14]3[CH:19]=[CH:18][CH:17]=[CH:16][C:15]=3[OH:20])[O:11]2)=[CH:6][CH:5]=1)[CH3:2]. The catalyst class is: 4. (9) Reactant: C([N:8]1[CH2:14][CH:13]2[CH:10]([CH2:11][N:12]2[C:15](=[O:30])[CH2:16][NH:17][C:18](=[O:29])[C:19]2[CH:24]=[CH:23][CH:22]=[C:21]([C:25]([F:28])([F:27])[F:26])[CH:20]=2)[CH2:9]1)C1C=CC=CC=1.Cl. Product: [CH:10]12[CH2:11][N:12]([C:15](=[O:30])[CH2:16][NH:17][C:18](=[O:29])[C:19]3[CH:24]=[CH:23][CH:22]=[C:21]([C:25]([F:27])([F:28])[F:26])[CH:20]=3)[CH:13]1[CH2:14][NH:8][CH2:9]2. The catalyst class is: 750.